This data is from Catalyst prediction with 721,799 reactions and 888 catalyst types from USPTO. The task is: Predict which catalyst facilitates the given reaction. Reactant: N#N.[Li][CH2:4][CH2:5][CH2:6][CH3:7].O=C1CC[N:12]([C:15]([O:17][CH2:18][C:19]2[CH:24]=[CH:23][CH:22]=[CH:21][CH:20]=2)=[O:16])[CH2:11][CH2:10]1. Product: [CH2:7]=[C:6]1[CH2:10][CH2:11][N:12]([C:15]([O:17][CH2:18][C:19]2[CH:24]=[CH:23][CH:22]=[CH:21][CH:20]=2)=[O:16])[CH2:4][CH2:5]1. The catalyst class is: 1.